Dataset: Full USPTO retrosynthesis dataset with 1.9M reactions from patents (1976-2016). Task: Predict the reactants needed to synthesize the given product. (1) The reactants are: Br[C:2]1[CH:3]=[C:4]2[C:8](=[CH:9][CH:10]=1)[NH:7][CH:6]=[CH:5]2.[CH:11]([B-](F)(F)F)=[CH2:12].[K+].C([O-])([O-])=O.[Cs+].[Cs+].C1(P(C2C=CC=CC=2)C2C=CC=CC=2)C=CC=CC=1. Given the product [CH:11]([C:2]1[CH:3]=[C:4]2[C:8](=[CH:9][CH:10]=1)[NH:7][CH:6]=[CH:5]2)=[CH2:12], predict the reactants needed to synthesize it. (2) Given the product [CH3:6][C:7]1([CH3:23])[O:11][CH:10]([CH2:12][O:13][C:14]2[CH:22]=[CH:21][C:17]3[CH:18]=[C:19]([B:24]([OH:29])[OH:25])[S:20][C:16]=3[CH:15]=2)[CH2:9][O:8]1, predict the reactants needed to synthesize it. The reactants are: C([Li])CCC.[CH3:6][C:7]1([CH3:23])[O:11][CH:10]([CH2:12][O:13][C:14]2[CH:22]=[CH:21][C:17]3[CH:18]=[CH:19][S:20][C:16]=3[CH:15]=2)[CH2:9][O:8]1.[B:24](OC(C)C)([O:29]C(C)C)[O:25]C(C)C.O. (3) Given the product [C:24]([C:22]1[CH:21]=[C:7]([CH:6]=[C:5]([C:1]([CH3:2])([CH3:4])[CH3:3])[CH:23]=1)[CH2:8][N:9]1[CH2:10][CH2:11][N:12]([CH2:15][C:16]([NH:28][NH2:29])=[O:17])[CH2:13][CH2:14]1)([CH3:26])([CH3:27])[CH3:25], predict the reactants needed to synthesize it. The reactants are: [C:1]([C:5]1[CH:6]=[C:7]([CH:21]=[C:22]([C:24]([CH3:27])([CH3:26])[CH3:25])[CH:23]=1)[CH2:8][N:9]1[CH2:14][CH2:13][N:12]([CH2:15][C:16](OCC)=[O:17])[CH2:11][CH2:10]1)([CH3:4])([CH3:3])[CH3:2].[NH2:28][NH2:29]. (4) The reactants are: [CH3:1][O:2][C:3](=[O:20])[C:4]1[CH:9]=[CH:8][C:7]([CH2:10][NH:11][C:12]2[CH:17]=[CH:16][C:15]([CH3:18])=[CH:14][C:13]=2[NH2:19])=[CH:6][CH:5]=1.[CH:21](O)=O. Given the product [CH3:1][O:2][C:3](=[O:20])[C:4]1[CH:5]=[CH:6][C:7]([CH2:10][N:11]2[C:12]3[CH:17]=[CH:16][C:15]([CH3:18])=[CH:14][C:13]=3[N:19]=[CH:21]2)=[CH:8][CH:9]=1, predict the reactants needed to synthesize it. (5) Given the product [Br:1][C:2]1[CH:9]=[CH:8][C:5]([CH:6]=[O:7])=[C:4]([N:11]2[CH2:16][CH2:15][O:14][CH2:13][CH2:12]2)[CH:3]=1, predict the reactants needed to synthesize it. The reactants are: [Br:1][C:2]1[CH:9]=[CH:8][C:5]([CH:6]=[O:7])=[C:4](F)[CH:3]=1.[NH:11]1[CH2:16][CH2:15][O:14][CH2:13][CH2:12]1.C([O-])([O-])=O.[K+].[K+].